From a dataset of Full USPTO retrosynthesis dataset with 1.9M reactions from patents (1976-2016). Predict the reactants needed to synthesize the given product. (1) Given the product [O:32]=[S:27]1(=[O:31])[CH2:28][CH2:29][CH2:30][N:26]1[C:3]1[C:4]([NH2:25])=[N:5][C:6]([C:8]2[C:16]3[C:11](=[N:12][CH:13]=[CH:14][CH:15]=3)[N:10]([CH2:17][C:18]3[CH:23]=[CH:22][CH:21]=[CH:20][C:19]=3[F:24])[N:9]=2)=[N:7][CH:2]=1, predict the reactants needed to synthesize it. The reactants are: Cl[C:2]1[N:7]=[C:6]([C:8]2[C:16]3[C:11](=[N:12][CH:13]=[CH:14][CH:15]=3)[N:10]([CH2:17][C:18]3[CH:23]=[CH:22][CH:21]=[CH:20][C:19]=3[F:24])[N:9]=2)[N:5]=[C:4]([NH2:25])[C:3]=1[N:26]1[CH2:30][CH2:29][CH2:28][S:27]1(=[O:32])=[O:31].C([O-])=O.[NH4+]. (2) Given the product [F:22][C:23]([F:42])([F:41])[S:24]([O:19][C:16]1[CH:17]=[CH:18][C:13]([N:9]2[C:8](=[O:21])[C:7]3[C:2]([NH2:1])=[N:3][CH:4]=[N:5][C:6]=3[O:12][CH2:11][CH2:10]2)=[CH:14][C:15]=1[F:20])(=[O:26])=[O:25], predict the reactants needed to synthesize it. The reactants are: [NH2:1][C:2]1[C:7]2[C:8](=[O:21])[N:9]([C:13]3[CH:18]=[CH:17][C:16]([OH:19])=[C:15]([F:20])[CH:14]=3)[CH2:10][CH2:11][O:12][C:6]=2[N:5]=[CH:4][N:3]=1.[F:22][C:23]([F:42])([F:41])[S:24](N(C1C=CC=CC=1)[S:24]([C:23]([F:42])([F:41])[F:22])(=[O:26])=[O:25])(=[O:26])=[O:25].C(=O)([O-])[O-].[K+].[K+]. (3) Given the product [CH3:12][O:11][CH2:10][CH2:9][NH:8][S:13]([O:16][N:17]1[C:18](=[O:23])[CH2:19][CH2:20][C:21]1=[O:22])(=[O:15])=[O:14], predict the reactants needed to synthesize it. The reactants are: C(OC([N:8]([S:13]([O:16][N:17]1[C:21](=[O:22])[CH2:20][CH2:19][C:18]1=[O:23])(=[O:15])=[O:14])[CH2:9][CH2:10][O:11][CH3:12])=O)(C)(C)C.FC(F)(F)C(O)=O. (4) Given the product [CH3:8][C:7]1[N:6]=[C:5]2[N:9]=[C:10]([N:12]3[CH:18]4[CH2:19][CH2:20][N:15]([CH2:16][CH2:17]4)[CH2:14][CH2:13]3)[O:11][C:4]2=[CH:3][C:2]=1[C:21]1[CH:26]=[CH:25][CH:24]=[CH:23][CH:22]=1, predict the reactants needed to synthesize it. The reactants are: Br[C:2]1[CH:3]=[C:4]2[O:11][C:10]([N:12]3[CH:18]4[CH2:19][CH2:20][N:15]([CH2:16][CH2:17]4)[CH2:14][CH2:13]3)=[N:9][C:5]2=[N:6][C:7]=1[CH3:8].[C:21]1(B(O)O)[CH:26]=[CH:25][CH:24]=[CH:23][CH:22]=1.C(=O)([O-])[O-].[K+].[K+].C(O)C. (5) Given the product [N:8]1[CH:7]=[CH:6][CH:5]=[N:4][C:12]=1[C:11]([O-:9])=[O:13].[Na+:10], predict the reactants needed to synthesize it. The reactants are: C(C1[N:8]=[CH:7][CH:6]=[CH:5][N:4]=1)#N.[OH-:9].[Na+:10].[CH2:11]([OH:13])[CH3:12]. (6) The reactants are: [Cl:1][C:2]1[CH:9]=[CH:8][CH:7]=[C:6]([F:10])[C:3]=1[CH2:4][NH2:5].C(N1C=CN=C1)(N1C=CN=C1)=O.C(N(CC)CC)C.[CH3:30][O:31][C:32]1[CH:33]=[C:34]([N:40]2[C:45](=[O:46])N(CC3C(F)=CC(F)=CC=3F)[C:43]3[N:57]=[CH:58][CH:59]=[CH:60][C:42]=3[S:41]2(=[O:62])=[O:61])[CH:35]=[CH:36][C:37]=1[O:38][CH3:39]. Given the product [Cl:1][C:2]1[CH:9]=[CH:8][CH:7]=[C:6]([F:10])[C:3]=1[CH2:4][N:5]1[C:43]2[N:57]=[CH:58][CH:59]=[CH:60][C:42]=2[S:41](=[O:62])(=[O:61])[N:40]([C:34]2[CH:35]=[CH:36][C:37]([O:38][CH3:39])=[C:32]([O:31][CH3:30])[CH:33]=2)[C:45]1=[O:46], predict the reactants needed to synthesize it. (7) Given the product [Cl:1][C:2]1[CH:3]=[C:4]([S:8]([NH:23][CH2:22][C:12]2[C:21]3[C:16](=[CH:17][CH:18]=[CH:19][CH:20]=3)[CH:15]=[CH:14][CH:13]=2)(=[O:10])=[O:9])[S:5][C:6]=1[Cl:7], predict the reactants needed to synthesize it. The reactants are: [Cl:1][C:2]1[CH:3]=[C:4]([S:8](Cl)(=[O:10])=[O:9])[S:5][C:6]=1[Cl:7].[C:12]1([CH2:22][NH2:23])[C:21]2[C:16](=[CH:17][CH:18]=[CH:19][CH:20]=2)[CH:15]=[CH:14][CH:13]=1.CCN(CC)CC.